This data is from Full USPTO retrosynthesis dataset with 1.9M reactions from patents (1976-2016). The task is: Predict the reactants needed to synthesize the given product. (1) Given the product [Cl:1][C:2]1[CH:7]=[C:6]([Cl:8])[C:5]([N+:10]([O-:12])=[O:11])=[CH:4][C:3]=1[CH3:9], predict the reactants needed to synthesize it. The reactants are: [Cl:1][C:2]1[CH:7]=[C:6]([Cl:8])[CH:5]=[CH:4][C:3]=1[CH3:9].[N+:10]([O-])([OH:12])=[O:11]. (2) Given the product [ClH:1].[CH3:22][O:23][C:24]1[CH:29]=[C:28]([C:30]([F:31])([F:32])[F:33])[CH:27]=[CH:26][C:25]=1[CH:16]1[CH2:21][CH2:20][CH2:19][NH:18][CH2:17]1, predict the reactants needed to synthesize it. The reactants are: [ClH:1].FC1C=CC=CC=1C1CCCNC1.I[C:16]1[CH:17]=[N:18][CH:19]=[CH:20][CH:21]=1.[CH3:22][O:23][C:24]1[CH:29]=[C:28]([C:30]([F:33])([F:32])[F:31])[CH:27]=[CH:26][C:25]=1B(O)O. (3) Given the product [CH2:19]([C:6]1([OH:9])[CH2:7][CH2:8][C:3]([N:2]([CH3:1])[CH3:18])([CH2:10][C:11]2[CH:16]=[CH:15][CH:14]=[C:13]([F:17])[CH:12]=2)[CH2:4][CH2:5]1)[C:20]1[CH:25]=[CH:24][CH:23]=[CH:22][CH:21]=1, predict the reactants needed to synthesize it. The reactants are: [CH3:1][N:2]([CH3:18])[C:3]1([CH2:10][C:11]2[CH:16]=[CH:15][CH:14]=[C:13]([F:17])[CH:12]=2)[CH2:8][CH2:7][C:6](=[O:9])[CH2:5][CH2:4]1.[CH2:19]([Mg]Cl)[C:20]1[CH:25]=[CH:24][CH:23]=[CH:22][CH:21]=1. (4) The reactants are: [C:1]1([CH3:10])[CH:6]=[CH:5][CH:4]=[C:3]([C:7](O)=[O:8])[CH:2]=1.C(Cl)(=O)C([Cl:14])=O. Given the product [CH3:10][C:1]1[CH:2]=[C:3]([CH:4]=[CH:5][CH:6]=1)[C:7]([Cl:14])=[O:8], predict the reactants needed to synthesize it. (5) Given the product [C:9]([Si:6]([O:25][CH2:24][CH2:23][CH:19]1[C:18]2[S:14][CH:15]=[CH:16][C:17]=2[CH2:22][CH2:21][O:20]1)([CH3:8])[CH3:7])([CH3:12])([CH3:11])[CH3:10], predict the reactants needed to synthesize it. The reactants are: N1C=CN=C1.[Si:6](Cl)([C:9]([CH3:12])([CH3:11])[CH3:10])([CH3:8])[CH3:7].[S:14]1[C:18]2[CH:19]([CH2:23][CH2:24][OH:25])[O:20][CH2:21][CH2:22][C:17]=2[CH:16]=[CH:15]1.O. (6) Given the product [CH2:30]([N:20]1[C:21](=[O:29])[C:22]([CH3:28])([CH3:27])[C:23](=[O:26])[N:24]([CH3:25])[C:18]2[CH:17]=[C:16]([O:15][CH2:14][CH2:13][CH2:12][NH:11][CH2:7][C:4]3[CH:3]=[CH:2][N:1]=[CH:6][CH:5]=3)[CH:33]=[CH:32][C:19]1=2)[CH3:31], predict the reactants needed to synthesize it. The reactants are: [N:1]1[CH:6]=[CH:5][C:4]([CH:7]=O)=[CH:3][CH:2]=1.CO.[NH2:11][CH2:12][CH2:13][CH2:14][O:15][C:16]1[CH:33]=[CH:32][C:19]2[N:20]([CH2:30][CH3:31])[C:21](=[O:29])[C:22]([CH3:28])([CH3:27])[C:23](=[O:26])[N:24]([CH3:25])[C:18]=2[CH:17]=1.[BH4-].[Na+]. (7) The reactants are: [CH3:1][CH:2]([CH:6]([C:9]1[CH:14]=[CH:13][CH:12]=[C:11]([O:15]C)[CH:10]=1)[CH2:7][CH3:8])[C:3]([OH:5])=[O:4].I. Given the product [CH3:1][CH:2]([CH:6]([C:9]1[CH:14]=[CH:13][CH:12]=[C:11]([OH:15])[CH:10]=1)[CH2:7][CH3:8])[C:3]([OH:5])=[O:4], predict the reactants needed to synthesize it. (8) Given the product [I:10][C:11]1[N:12]=[C:13]([CH3:17])[N:14]([C:2]2[CH:7]=[N:6][N:5]([CH3:8])[C:4](=[O:9])[CH:3]=2)[C:15]=1[CH3:16], predict the reactants needed to synthesize it. The reactants are: Cl[C:2]1[CH:7]=[N:6][N:5]([CH3:8])[C:4](=[O:9])[CH:3]=1.[I:10][C:11]1[N:12]=[C:13]([CH3:17])[NH:14][C:15]=1[CH3:16].